From a dataset of Forward reaction prediction with 1.9M reactions from USPTO patents (1976-2016). Predict the product of the given reaction. (1) Given the reactants [C:1]([N:8]1[CH2:13][CH2:12][O:11][C@H:10]([CH2:14][C:15]2[CH:20]=[CH:19][CH:18]=[C:17]([CH2:21]O)[CH:16]=2)[CH2:9]1)([O:3][C:4]([CH3:7])([CH3:6])[CH3:5])=[O:2].C([N:30]1[CH2:35][CH2:34]O[C@H:32]([CH2:36][C:37]2C=CC=C(Br)C=2)[CH2:31]1)(OC(C)(C)C)=O.C1(C)C=CC=CC=1P(C1C=CC=CC=1C)C1C=CC=CC=1C.C(C1C=CN=CC=1)=C.C(N(CC)CC)C, predict the reaction product. The product is: [C:1]([N:8]1[CH2:13][CH2:12][O:11][C@H:10]([CH2:14][C:15]2[CH:20]=[CH:19][CH:18]=[C:17]([CH:21]=[CH:37][C:36]3[CH:32]=[CH:31][N:30]=[CH:35][CH:34]=3)[CH:16]=2)[CH2:9]1)([O:3][C:4]([CH3:5])([CH3:6])[CH3:7])=[O:2]. (2) Given the reactants [CH3:1][C:2]([CH3:8])([CH2:6][CH3:7])[C:3](Cl)=[O:4].[OH:9][CH2:10][CH2:11][CH2:12][CH2:13][CH2:14][C:15]([O:17][CH2:18][C:19]1[CH:24]=[CH:23][CH:22]=[CH:21][CH:20]=1)=[O:16], predict the reaction product. The product is: [CH3:1][C:2]([CH3:8])([CH2:6][CH3:7])[C:3]([O:9][CH2:10][CH2:11][CH2:12][CH2:13][CH2:14][C:15]([O:17][CH2:18][C:19]1[CH:24]=[CH:23][CH:22]=[CH:21][CH:20]=1)=[O:16])=[O:4]. (3) Given the reactants Br[C:2]1[CH:7]=[CH:6][C:5]([C:8]2([CH2:12][CH3:13])[CH2:11][CH2:10][CH2:9]2)=[CH:4][CH:3]=1.BrC1C=CC(C2(CCCC)CC2)=CC=1.C([Li])CCC.CCCCCC.CN(C)[CH:41]=[O:42], predict the reaction product. The product is: [CH2:12]([C:8]1([C:5]2[CH:6]=[CH:7][C:2]([CH:41]=[O:42])=[CH:3][CH:4]=2)[CH2:11][CH2:10][CH2:9]1)[CH3:13]. (4) Given the reactants [C:1]([C:4]1[CH:5]=[C:6]([S:10]([NH:13][CH:14]2[CH2:19][CH2:18][CH2:17][CH2:16][CH2:15]2)(=[O:12])=[O:11])[CH:7]=[CH:8][CH:9]=1)(=[O:3])[CH3:2].[Br-:20].[Br-].[Br-].[NH+]1C=CC=CC=1.[NH+]1C=CC=CC=1.[NH+]1C=CC=CC=1, predict the reaction product. The product is: [Br:20][CH2:2][C:1]([C:4]1[CH:5]=[C:6]([S:10]([NH:13][CH:14]2[CH2:19][CH2:18][CH2:17][CH2:16][CH2:15]2)(=[O:11])=[O:12])[CH:7]=[CH:8][CH:9]=1)=[O:3]. (5) Given the reactants C([O-])=O.[NH4+].Cl.[NH2:6][C:7]1[CH:20]=[C:19]2[C:10]([O:11][C:12]3[C:13]([C:21]4[NH:26][C:25](=[O:27])[CH:24]=[C:23]([N:28]5[CH2:33][CH2:32][O:31][CH2:30][CH2:29]5)[CH:22]=4)=[CH:14][CH:15]=[CH:16][C:17]=3[CH2:18]2)=[CH:9][CH:8]=1.[N:34]1[CH:39]=[CH:38][CH:37]=[C:36]([CH2:40][C:41]#N)[CH:35]=1, predict the reaction product. The product is: [O:31]1[CH2:32][CH2:33][N:28]([C:23]2[CH:22]=[C:21]([C:13]3[C:12]4[O:11][C:10]5[C:19](=[CH:20][C:7]([NH:6][CH2:41][CH2:40][C:36]6[CH:35]=[N:34][CH:39]=[CH:38][CH:37]=6)=[CH:8][CH:9]=5)[CH2:18][C:17]=4[CH:16]=[CH:15][CH:14]=3)[NH:26][C:25](=[O:27])[CH:24]=2)[CH2:29][CH2:30]1. (6) Given the reactants [NH2:1][C:2]1[CH:14]=[CH:13][C:5]2[S:6][C:7]3[CH:12]=[CH:11][CH:10]=[CH:9][C:8]=3[C:4]=2[CH:3]=1.C(N(CC)CC)C.[C:22](Cl)(=[O:27])[C:23]([CH3:26])([CH3:25])[CH3:24], predict the reaction product. The product is: [C:23]([C:22]([NH:1][C:2]1[CH:14]=[CH:13][C:5]2[S:6][C:7]3[CH:12]=[CH:11][CH:10]=[CH:9][C:8]=3[C:4]=2[CH:3]=1)=[O:27])([CH3:26])([CH3:25])[CH3:24]. (7) Given the reactants [Cl:1][C:2]1[CH:3]=[N:4][C:5]([C:8]2[CH:22]=[CH:21][C:11]([CH2:12][NH:13][C:14](=O)OC(C)(C)C)=[CH:10][CH:9]=2)=[N:6][CH:7]=1.C(O)(C(F)(F)F)=O.CCN(C(C)C)C(C)C.F[C:40]1[CH:41]=[C:42]([CH:52]=C[C:54]=1[N+:55]([O-:57])=[O:56])[O:43][CH2:44][C:45]1[CH:50]=[CH:49][C:48]([CH3:51])=[CH:47][N:46]=1, predict the reaction product. The product is: [Cl:1][C:2]1[CH:7]=[N:6][C:5]([C:8]2[CH:9]=[CH:10][C:11]([CH2:12][NH:13][C:14]3[CH:52]=[C:42]([O:43][CH2:44][C:45]4[CH:50]=[CH:49][C:48]([CH3:51])=[CH:47][N:46]=4)[CH:41]=[CH:40][C:54]=3[N+:55]([O-:57])=[O:56])=[CH:21][CH:22]=2)=[N:4][CH:3]=1. (8) Given the reactants [P:1]([O:44]C(C)(C)C)([O:39]C(C)(C)C)([O:3][CH2:4][C@@H:5]([NH:14][C:15](=[O:38])[C:16]1[CH:21]=[CH:20][C:19]([C:22]2[C:27]([NH2:28])=[N:26][CH:25]=[C:24]([C@@H:29]3[CH2:34][CH2:33][C@@H:32]([OH:35])[C@H:31]([F:36])[CH2:30]3)[N:23]=2)=[CH:18][C:17]=1[F:37])[C:6]1[CH:11]=[C:10]([I:12])[CH:9]=[C:8]([F:13])[CH:7]=1)=[O:2].Cl.O1CCOCC1, predict the reaction product. The product is: [P:1]([OH:39])([OH:44])([O:3][CH2:4][C@@H:5]([NH:14][C:15](=[O:38])[C:16]1[CH:21]=[CH:20][C:19]([C:22]2[C:27]([NH2:28])=[N:26][CH:25]=[C:24]([C@@H:29]3[CH2:34][CH2:33][C@@H:32]([OH:35])[C@H:31]([F:36])[CH2:30]3)[N:23]=2)=[CH:18][C:17]=1[F:37])[C:6]1[CH:11]=[C:10]([I:12])[CH:9]=[C:8]([F:13])[CH:7]=1)=[O:2].